From a dataset of NCI-60 drug combinations with 297,098 pairs across 59 cell lines. Regression. Given two drug SMILES strings and cell line genomic features, predict the synergy score measuring deviation from expected non-interaction effect. Drug 1: C1=NC2=C(N1)C(=S)N=C(N2)N. Drug 2: CCCS(=O)(=O)NC1=C(C(=C(C=C1)F)C(=O)C2=CNC3=C2C=C(C=N3)C4=CC=C(C=C4)Cl)F. Cell line: HCC-2998. Synergy scores: CSS=16.4, Synergy_ZIP=5.54, Synergy_Bliss=3.24, Synergy_Loewe=-25.2, Synergy_HSA=-5.53.